From a dataset of Full USPTO retrosynthesis dataset with 1.9M reactions from patents (1976-2016). Predict the reactants needed to synthesize the given product. (1) The reactants are: [NH2:1][C:2]1[C:7]([NH2:8])=[C:6]([Br:9])[CH:5]=[CH:4][N:3]=1.[N:10]1([C:16]([C:18]2[CH:25]=[CH:24][C:21]([CH:22]=O)=[CH:20][CH:19]=2)=[O:17])[CH2:15][CH2:14][O:13][CH2:12][CH2:11]1.CN(C=O)C.O.C1(C)C=CC(S(O)(=O)=O)=CC=1. Given the product [Br:9][C:6]1[CH:5]=[CH:4][N:3]=[C:2]2[NH:1][C:22]([C:21]3[CH:24]=[CH:25][C:18]([C:16]([N:10]4[CH2:15][CH2:14][O:13][CH2:12][CH2:11]4)=[O:17])=[CH:19][CH:20]=3)=[N:8][C:7]=12, predict the reactants needed to synthesize it. (2) Given the product [CH:1]([N:19]([CH2:20][C@@H:21]([CH2:25][CH2:26][CH2:27][CH2:28][CH:29]=[CH2:30])[C:22]([OH:24])=[O:23])[O:18][CH2:11][C:12]1[CH:17]=[CH:16][CH:15]=[CH:14][CH:13]=1)=[O:2], predict the reactants needed to synthesize it. The reactants are: [CH:1](O)=[O:2].C(OC(=O)C)(=O)C.[CH2:11]([O:18][NH:19][CH2:20][C@@H:21]([CH2:25][CH2:26][CH2:27][CH2:28][CH:29]=[CH2:30])[C:22]([OH:24])=[O:23])[C:12]1[CH:17]=[CH:16][CH:15]=[CH:14][CH:13]=1. (3) Given the product [Cl:18][C:19]1[CH:27]=[CH:26][C:22]2[C:23](=[O:24])[N:2]=[C:1]([C:3]3[N:8]=[C:7]([CH2:9][CH2:10][C:11]([O:13][C:14]([CH3:17])([CH3:16])[CH3:15])=[O:12])[CH:6]=[CH:5][CH:4]=3)[S:28][C:21]=2[CH:20]=1, predict the reactants needed to synthesize it. The reactants are: [C:1]([C:3]1[N:8]=[C:7]([CH2:9][CH2:10][C:11]([O:13][C:14]([CH3:17])([CH3:16])[CH3:15])=[O:12])[CH:6]=[CH:5][CH:4]=1)#[N:2].[Cl:18][C:19]1[CH:20]=[C:21]([SH:28])[C:22](=[CH:26][CH:27]=1)[C:23](O)=[O:24]. (4) The reactants are: Cl[C:2]1[C:11]2[C:6](=[CH:7][CH:8]=[CH:9][CH:10]=2)[N:5]=[C:4]([N:12]2[CH2:18][CH2:17][CH2:16][C:15]3[CH:19]=[CH:20][CH:21]=[CH:22][C:14]=3[CH2:13]2)[CH:3]=1.[C:23]([O:27][C:28]([N:30]1[C@@H:34]([CH:35]=[CH2:36])[CH2:33][O:32][C:31]1([CH3:38])[CH3:37])=[O:29])([CH3:26])([CH3:25])[CH3:24].CN(C1CCCCC1)C1CCCCC1.CN(C)C=O. Given the product [CH3:37][C:31]1([CH3:38])[N:30]([C:28]([O:27][C:23]([CH3:26])([CH3:25])[CH3:24])=[O:29])[C@@H:34](/[CH:35]=[CH:36]/[C:2]2[C:11]3[C:6](=[CH:7][CH:8]=[CH:9][CH:10]=3)[N:5]=[C:4]([N:12]3[CH2:18][CH2:17][CH2:16][C:15]4[CH:19]=[CH:20][CH:21]=[CH:22][C:14]=4[CH2:13]3)[CH:3]=2)[CH2:33][O:32]1, predict the reactants needed to synthesize it. (5) Given the product [CH2:17]([C:11]1([C:14]([OH:16])=[O:15])[CH2:10][CH2:9][NH:8][CH2:13][CH2:12]1)[CH3:18], predict the reactants needed to synthesize it. The reactants are: C(OC([N:8]1[CH2:13][CH2:12][C:11]([CH2:17][CH3:18])([C:14]([OH:16])=[O:15])[CH2:10][CH2:9]1)=O)(C)(C)C.FC(F)(F)C(O)=O.C([O-])(O)=O.[Na+]. (6) Given the product [F:12][C:9]([F:10])([F:11])[C:7]1[CH:6]=[C:5]([C@@H:13]([NH:37][S:38]([C:40]([CH3:43])([CH3:42])[CH3:41])=[O:39])[C@@H:14]2[CH2:18][CH2:17][C@@H:16]([C:19]3[C:24]([Cl:25])=[CH:23][N:22]=[C:21]([C:26]([F:29])([F:28])[F:27])[CH:20]=3)[N:15]2[C:30]([O:32][C:33]([CH3:36])([CH3:34])[CH3:35])=[O:31])[CH:4]=[C:3]([C:2]([F:45])([F:44])[F:1])[CH:8]=1, predict the reactants needed to synthesize it. The reactants are: [F:1][C:2]([F:45])([F:44])[C:3]1[CH:4]=[C:5](/[C:13](=[N:37]\[S:38]([C:40]([CH3:43])([CH3:42])[CH3:41])=[O:39])/[C@@H:14]2[CH2:18][CH2:17][C@@H:16]([C:19]3[C:24]([Cl:25])=[CH:23][N:22]=[C:21]([C:26]([F:29])([F:28])[F:27])[CH:20]=3)[N:15]2[C:30]([O:32][C:33]([CH3:36])([CH3:35])[CH3:34])=[O:31])[CH:6]=[C:7]([C:9]([F:12])([F:11])[F:10])[CH:8]=1.ClC1C=CC(C(F)(F)F)=CC=1[C@H]1N(C(OC(C)(C)C)=O)[C@H](C(OCC)=O)CC1.CC(C[AlH]CC(C)C)C.[NH4+].[Cl-].